Dataset: NCI-60 drug combinations with 297,098 pairs across 59 cell lines. Task: Regression. Given two drug SMILES strings and cell line genomic features, predict the synergy score measuring deviation from expected non-interaction effect. (1) Drug 1: CCC1=CC2CC(C3=C(CN(C2)C1)C4=CC=CC=C4N3)(C5=C(C=C6C(=C5)C78CCN9C7C(C=CC9)(C(C(C8N6C)(C(=O)OC)O)OC(=O)C)CC)OC)C(=O)OC.C(C(C(=O)O)O)(C(=O)O)O. Drug 2: CC1CCCC2(C(O2)CC(NC(=O)CC(C(C(=O)C(C1O)C)(C)C)O)C(=CC3=CSC(=N3)C)C)C. Cell line: MDA-MB-231. Synergy scores: CSS=29.8, Synergy_ZIP=-3.13, Synergy_Bliss=1.79, Synergy_Loewe=2.89, Synergy_HSA=2.71. (2) Drug 1: C1=CN(C(=O)N=C1N)C2C(C(C(O2)CO)O)O.Cl. Drug 2: CS(=O)(=O)OCCCCOS(=O)(=O)C. Cell line: HOP-92. Synergy scores: CSS=17.2, Synergy_ZIP=-5.05, Synergy_Bliss=-0.994, Synergy_Loewe=-19.4, Synergy_HSA=-1.02. (3) Drug 1: C1=C(C(=O)NC(=O)N1)F. Drug 2: CCN(CC)CCCC(C)NC1=C2C=C(C=CC2=NC3=C1C=CC(=C3)Cl)OC. Cell line: UACC62. Synergy scores: CSS=41.1, Synergy_ZIP=-5.17, Synergy_Bliss=-8.61, Synergy_Loewe=-7.09, Synergy_HSA=-5.82. (4) Drug 1: C1=C(C(=O)NC(=O)N1)F. Drug 2: COCCOC1=C(C=C2C(=C1)C(=NC=N2)NC3=CC=CC(=C3)C#C)OCCOC. Cell line: NCI-H460. Synergy scores: CSS=59.9, Synergy_ZIP=2.44, Synergy_Bliss=2.05, Synergy_Loewe=4.95, Synergy_HSA=7.72. (5) Cell line: SK-OV-3. Drug 1: C#CCC(CC1=CN=C2C(=N1)C(=NC(=N2)N)N)C3=CC=C(C=C3)C(=O)NC(CCC(=O)O)C(=O)O. Drug 2: COC1=C2C(=CC3=C1OC=C3)C=CC(=O)O2. Synergy scores: CSS=-4.61, Synergy_ZIP=3.52, Synergy_Bliss=3.23, Synergy_Loewe=-6.40, Synergy_HSA=-5.03.